This data is from Forward reaction prediction with 1.9M reactions from USPTO patents (1976-2016). The task is: Predict the product of the given reaction. The product is: [CH3:40][O:41][C:17](=[O:18])[NH:16][C@H:14]1[CH2:15][C@@H:11]([N:8]2[CH:7]=[N:6][C:5]3[C:9]2=[N:10][C:2]([Cl:1])=[N:3][C:4]=3[NH:25][CH2:26][CH:27]([C:34]2[CH:39]=[CH:38][CH:37]=[CH:36][CH:35]=2)[C:28]2[CH:33]=[CH:32][CH:31]=[CH:30][CH:29]=2)[C@H:12]([OH:24])[C@@H:13]1[OH:23]. Given the reactants [Cl:1][C:2]1[N:10]=[C:9]2[C:5]([N:6]=[CH:7][N:8]2[C@@H:11]2[CH2:15][C@H:14]([NH:16][C:17](C3CCC3)=[O:18])[C@@H:13]([OH:23])[C@H:12]2[OH:24])=[C:4]([NH:25][CH2:26][CH:27]([C:34]2[CH:39]=[CH:38][CH:37]=[CH:36][CH:35]=2)[C:28]2[CH:33]=[CH:32][CH:31]=[CH:30][CH:29]=2)[N:3]=1.[CH3:40][O:41]C(Cl)=O, predict the reaction product.